From a dataset of Full USPTO retrosynthesis dataset with 1.9M reactions from patents (1976-2016). Predict the reactants needed to synthesize the given product. (1) Given the product [F:39][C:15]1[CH:14]=[C:13]([CH:18]=[CH:17][C:16]=1[C:19]1([OH:38])[CH2:20][CH2:21][N:22]([C:25]2[CH:26]=[CH:27][C:28]3[N:29]([C:31]([C:34]([F:35])([F:37])[F:36])=[N:32][N:33]=3)[N:30]=2)[CH2:23][CH2:24]1)[O:12][CH2:11][CH2:10][N:7]1[CH2:8][CH2:9][N:4]([CH3:5])[C:1](=[O:3])[CH2:2]1, predict the reactants needed to synthesize it. The reactants are: [C:1]([N:4]1[CH2:9][CH2:8][N:7]([CH2:10][CH2:11][O:12][C:13]2[CH:18]=[CH:17][C:16]([C:19]3([OH:38])[CH2:24][CH2:23][N:22]([C:25]4[CH:26]=[CH:27][C:28]5[N:29]([C:31]([C:34]([F:37])([F:36])[F:35])=[N:32][N:33]=5)[N:30]=4)[CH2:21][CH2:20]3)=[C:15]([F:39])[CH:14]=2)C[CH2:5]1)(=[O:3])[CH3:2].OCCN1CCN(C)C(=O)C1. (2) Given the product [C:11]1([CH2:10][C:8]([C:5]2[CH:4]=[CH:3][C:2]([O:1][C:19](=[O:20])[N:18]([CH3:17])[C:22]3[CH:27]=[CH:26][CH:25]=[CH:24][CH:23]=3)=[CH:7][CH:6]=2)=[O:9])[CH:12]=[CH:13][CH:14]=[CH:15][CH:16]=1, predict the reactants needed to synthesize it. The reactants are: [OH:1][C:2]1[CH:7]=[CH:6][C:5]([C:8]([CH2:10][C:11]2[CH:16]=[CH:15][CH:14]=[CH:13][CH:12]=2)=[O:9])=[CH:4][CH:3]=1.[CH3:17][N:18]([C:22]1[CH:27]=[CH:26][CH:25]=[CH:24][CH:23]=1)[C:19](Cl)=[O:20].